Predict the product of the given reaction. From a dataset of Forward reaction prediction with 1.9M reactions from USPTO patents (1976-2016). (1) Given the reactants [Cl:1][C:2]1[CH:18]=[CH:17][C:5]2[CH2:6][CH2:7][N:8]([C:11](=[O:16])[C:12]([F:15])([F:14])[F:13])[CH2:9][CH2:10][C:4]=2[C:3]=1OS(C(F)(F)F)(=O)=O.[CH:27]([O:29]CCCC)=[CH2:28].C1C=CC(P(C2C=CC=CC=2)CCCP(C2C=CC=CC=2)C2C=CC=CC=2)=CC=1.C(N(CC)CC)C, predict the reaction product. The product is: [C:27]([C:3]1[C:4]2[CH2:10][CH2:9][N:8]([C:11](=[O:16])[C:12]([F:15])([F:14])[F:13])[CH2:7][CH2:6][C:5]=2[CH:17]=[CH:18][C:2]=1[Cl:1])(=[O:29])[CH3:28]. (2) The product is: [N:25]1[CH:30]=[CH:29][CH:28]=[C:27]([CH:31]2[CH2:35][CH2:34][N:33]([C:36]([C:38]3[CH:39]=[C:40]([C:58]([OH:60])=[O:59])[C:41]([C:44]4[CH:49]=[C:48]([C:50]([F:52])([F:53])[F:51])[CH:47]=[C:46]([C:54]([F:55])([F:56])[F:57])[CH:45]=4)=[CH:42][CH:43]=3)=[O:37])[CH2:32]2)[CH:26]=1. Given the reactants BrC1C=C(C(O)=O)C=CC=1C1C=C(C(F)(F)F)C=C(C(F)(F)F)C=1.[N:25]1[CH:30]=[CH:29][CH:28]=[C:27]([CH:31]2[CH2:35][CH2:34][N:33]([C:36]([C:38]3[CH:39]=[C:40]([C:58]([O:60]C)=[O:59])[C:41]([C:44]4[CH:49]=[C:48]([C:50]([F:53])([F:52])[F:51])[CH:47]=[C:46]([C:54]([F:57])([F:56])[F:55])[CH:45]=4)=[CH:42][CH:43]=3)=[O:37])[CH2:32]2)[CH:26]=1, predict the reaction product. (3) Given the reactants [ClH:1].CO[C:4](=[NH:9])[C:5]([CH3:8])([CH3:7])[CH3:6].[CH3:10][NH:11][NH2:12], predict the reaction product. The product is: [ClH:1].[CH3:10][NH:11][NH:12][C:4](=[NH:9])[C:5]([CH3:8])([CH3:7])[CH3:6]. (4) Given the reactants CC1C=CC(S(O[CH2:12][CH:13]2[CH2:17][C:16]3[CH:18]=[C:19]([F:29])[CH:20]=[C:21]([C:22]4[CH:27]=[CH:26][CH:25]=[CH:24][C:23]=4[CH3:28])[C:15]=3[O:14]2)(=O)=O)=CC=1.[CH3:30][NH2:31], predict the reaction product. The product is: [F:29][C:19]1[CH:20]=[C:21]([C:22]2[CH:27]=[CH:26][CH:25]=[CH:24][C:23]=2[CH3:28])[C:15]2[O:14][CH:13]([CH2:12][NH:31][CH3:30])[CH2:17][C:16]=2[CH:18]=1. (5) Given the reactants [NH2:1][C:2](=C)/[CH:3]=[CH:4]/[C:5](/[NH:8][C:9]1[C:18]2[CH2:17][N:16]([CH2:19][C:20]3[CH:25]=[CH:24][C:23]([O:26][CH3:27])=[CH:22][CH:21]=3)[C:15](=[O:28])[NH:14][C:13]=2[N:12]=[CH:11][CH:10]=1)=[CH:6]/[CH3:7].[F:30][C:31]1[CH:32]=[C:33]([S:38](Cl)(=[O:40])=[O:39])[CH:34]=[CH:35][C:36]=1[F:37], predict the reaction product. The product is: [F:30][C:31]1[CH:32]=[C:33]([S:38]([NH:1][C:2]2[CH:7]=[CH:6][C:5]([NH:8][C:9]3[C:18]4[CH2:17][N:16]([CH2:19][C:20]5[CH:25]=[CH:24][C:23]([O:26][CH3:27])=[CH:22][CH:21]=5)[C:15](=[O:28])[NH:14][C:13]=4[N:12]=[CH:11][CH:10]=3)=[CH:4][CH:3]=2)(=[O:40])=[O:39])[CH:34]=[CH:35][C:36]=1[F:37]. (6) Given the reactants COC1C=C(C(Cl)=O)C=CC=1.[Cl:12][C:13]1[CH:14]=[C:15]([CH:17]=[CH:18][C:19]=1[O:20][C:21]1[C:30]2[C:25](=[CH:26][C:27]([O:33][CH3:34])=[C:28]([O:31][CH3:32])[CH:29]=2)[N:24]=[CH:23][CH:22]=1)[NH2:16].[CH3:35][O:36][C:37]1[CH:38]=[C:39]([C:43]([N:45]=[C:46]=[S:47])=[O:44])[CH:40]=[CH:41][CH:42]=1, predict the reaction product. The product is: [CH3:35][O:36][C:37]1[CH:38]=[C:39]([C:43]([N:45]=[C:46]=[S:47])=[O:44])[CH:40]=[CH:41][CH:42]=1.[Cl:12][C:13]1[CH:14]=[C:15]([NH:16][C:46]([NH:45][C:43](=[O:44])[C:39]2[CH:40]=[CH:41][CH:42]=[C:37]([O:36][CH3:35])[CH:38]=2)=[S:47])[CH:17]=[CH:18][C:19]=1[O:20][C:21]1[C:30]2[C:25](=[CH:26][C:27]([O:33][CH3:34])=[C:28]([O:31][CH3:32])[CH:29]=2)[N:24]=[CH:23][CH:22]=1. (7) Given the reactants [N+:1]([C:4]1[CH:9]=[CH:8][C:7]([NH2:10])=[CH:6][CH:5]=1)([O-:3])=[O:2].[Br:11]Br, predict the reaction product. The product is: [Br:11][C:8]1[CH:9]=[C:4]([N+:1]([O-:3])=[O:2])[CH:5]=[CH:6][C:7]=1[NH2:10]. (8) Given the reactants [F:1][C:2]([F:13])([F:12])[C:3]1[N:11]=[CH:10][CH:9]=[CH:8][C:4]=1[C:5]([NH2:7])=O.C(N(CC)CC)C.FC(F)(F)C(OC(=O)C(F)(F)F)=O.C(=O)([O-])O.[Na+], predict the reaction product. The product is: [F:12][C:2]([F:1])([F:13])[C:3]1[N:11]=[CH:10][CH:9]=[CH:8][C:4]=1[C:5]#[N:7].